The task is: Regression. Given a peptide amino acid sequence and an MHC pseudo amino acid sequence, predict their binding affinity value. This is MHC class II binding data.. This data is from Peptide-MHC class II binding affinity with 134,281 pairs from IEDB. (1) The peptide sequence is NYPIVQNLQGQMVHQAISPR. The MHC is HLA-DQA10201-DQB10202 with pseudo-sequence HLA-DQA10201-DQB10202. The binding affinity (normalized) is 0.0589. (2) The peptide sequence is MANSRAFALVLLFCA. The MHC is DRB1_0701 with pseudo-sequence DRB1_0701. The binding affinity (normalized) is 0.318. (3) The peptide sequence is GDTMAEVELREHGSD. The MHC is DRB4_0101 with pseudo-sequence DRB4_0103. The binding affinity (normalized) is 0.136.